Dataset: Full USPTO retrosynthesis dataset with 1.9M reactions from patents (1976-2016). Task: Predict the reactants needed to synthesize the given product. (1) The reactants are: [CH:1](=[O:10])[CH:2]=[CH:3][C:4]1[CH:9]=[CH:8][CH:7]=[CH:6][CH:5]=1.C(O[CH2:15][CH:16]=[CH2:17])(=O)C.O.CCN(CC)CC.CC1C(C)=C(C)C(C)=C(C)C=1C. Given the product [C:4]1(/[CH:3]=[CH:2]/[CH:1]([OH:10])[CH2:17][CH:16]=[CH2:15])[CH:9]=[CH:8][CH:7]=[CH:6][CH:5]=1, predict the reactants needed to synthesize it. (2) Given the product [CH3:1][N:2]1[CH2:6][CH2:5][N:4]=[C:3]1[C:7]1[CH:8]=[CH:9][C:10]([NH:13][C:14](=[O:31])[CH:15]([CH2:27][C:28]([N:33]([CH3:34])[CH3:32])=[O:29])[NH:16][C:17]([NH:19][C:20]2[CH:25]=[CH:24][C:23]([Cl:26])=[CH:22][CH:21]=2)=[O:18])=[CH:11][CH:12]=1, predict the reactants needed to synthesize it. The reactants are: [CH3:1][N:2]1[CH2:6][CH2:5][N:4]=[C:3]1[C:7]1[CH:12]=[CH:11][C:10]([NH:13][C:14](=[O:31])[CH:15]([CH2:27][C:28](O)=[O:29])[NH:16][C:17]([NH:19][C:20]2[CH:25]=[CH:24][C:23]([Cl:26])=[CH:22][CH:21]=2)=[O:18])=[CH:9][CH:8]=1.[CH3:32][NH:33][CH3:34].F[P-](F)(F)(F)(F)F.N1(O[P+](N(C)C)(N(C)C)N(C)C)C2C=CC=CC=2N=N1.